Dataset: Catalyst prediction with 721,799 reactions and 888 catalyst types from USPTO. Task: Predict which catalyst facilitates the given reaction. (1) Reactant: [NH2:1][CH:2](C)[CH2:3][CH2:4][CH2:5][CH2:6][C:7]([OH:9])=[O:8].[C:11](O[C:11]([O:13][C:14]([CH3:17])([CH3:16])[CH3:15])=[O:12])([O:13][C:14]([CH3:17])([CH3:16])[CH3:15])=[O:12]. Product: [C:14]([O:13][C:11]([NH:1][CH2:2][CH2:3][CH2:4][CH2:5][CH2:6][C:7]([OH:9])=[O:8])=[O:12])([CH3:17])([CH3:16])[CH3:15]. The catalyst class is: 4. (2) Reactant: [Cl:1][C:2]1[N:7]=[C:6]([N:8](C(OC(C)(C)C)=O)[N:9](C(OC(C)(C)C)=O)C(OC(C)(C)C)=O)[C:5]([F:31])=[C:4]([N:32]2[CH2:35][C:34](C)(N3CCCC3)C2)[N:3]=1.[CH3:42]O. Product: [Cl:1][C:2]1[N:3]=[C:4]([NH:32][CH:35]([CH3:34])[CH3:42])[C:5]([F:31])=[C:6]([NH:8][NH2:9])[N:7]=1. The catalyst class is: 89. (3) Reactant: [Cl:1][C:2]1[N:11]=[C:10](Cl)[C:9]2[C:4](=[CH:5][C:6]([O:15][CH3:16])=[C:7]([O:13][CH3:14])[CH:8]=2)[N:3]=1.[CH3:17][O:18][C:19]1[CH:26]=[CH:25][C:22]([NH:23][CH3:24])=[CH:21][CH:20]=1.C([O-])(=O)C.[Na+]. Product: [Cl:1][C:2]1[N:11]=[C:10]([N:23]([C:22]2[CH:25]=[CH:26][C:19]([O:18][CH3:17])=[CH:20][CH:21]=2)[CH3:24])[C:9]2[C:4](=[CH:5][C:6]([O:15][CH3:16])=[C:7]([O:13][CH3:14])[CH:8]=2)[N:3]=1. The catalyst class is: 30. (4) Reactant: [NH2:1][C:2]1[C:3]([F:10])=[C:4]([OH:9])[CH:5]=[CH:6][C:7]=1[F:8].C([O-])([O-])=O.[Na+].[Na+].Br[CH2:18][C:19]([O:21][CH2:22][CH3:23])=[O:20]. Product: [NH2:1][C:2]1[C:3]([F:10])=[C:4]([CH:5]=[CH:6][C:7]=1[F:8])[O:9][CH2:18][C:19]([O:21][CH2:22][CH3:23])=[O:20]. The catalyst class is: 18. (5) Reactant: [N:1]1[CH:6]=[CH:5][CH:4]=[CH:3][C:2]=1[C:7]([OH:9])=O.Cl.[CH3:11][O:12][C:13](=[O:20])[CH2:14][CH2:15][CH2:16][CH2:17][CH2:18][NH2:19].O.OC1C2N=NNC=2C=CC=1.CN1CCOCC1.CCN=C=NCCCN(C)C.Cl. Product: [CH3:11][O:12][C:13](=[O:20])[CH2:14][CH2:15][CH2:16][CH2:17][CH2:18][NH:19][C:7]([C:2]1[CH:3]=[CH:4][CH:5]=[CH:6][N:1]=1)=[O:9]. The catalyst class is: 9. (6) Reactant: [Br:1][C:2]1[CH:3]=[C:4]([C:16]([O:18]C)=[O:17])[C:5]2[C:6]([CH3:15])=[CH:7][N:8]([CH:11]([CH2:13][CH3:14])[CH3:12])[C:9]=2[CH:10]=1.[OH-].[Na+].CC(OC)(C)C. Product: [Br:1][C:2]1[CH:3]=[C:4]([C:16]([OH:18])=[O:17])[C:5]2[C:6]([CH3:15])=[CH:7][N:8]([CH:11]([CH2:13][CH3:14])[CH3:12])[C:9]=2[CH:10]=1. The catalyst class is: 111.